Dataset: Full USPTO retrosynthesis dataset with 1.9M reactions from patents (1976-2016). Task: Predict the reactants needed to synthesize the given product. (1) Given the product [F:32][C:33]([F:46])([F:45])[S:34]([O:22][C:18]1[CH:17]=[CH:16][C:15]([N:11]2[C:8]3=[N:9][C:10]4[C:2]([Cl:1])=[CH:3][CH:4]=[C:5]([CH:23]([O:28][CH:29]([F:30])[F:31])[C:24]([F:27])([F:26])[F:25])[C:6]=4[N:7]3[CH2:14][CH2:13][CH2:12]2)=[C:20]([CH3:21])[N:19]=1)(=[O:36])=[O:35], predict the reactants needed to synthesize it. The reactants are: [Cl:1][C:2]1[C:10]2[N:9]=[C:8]3[N:11]([C:15]4[CH:16]=[CH:17][C:18]([OH:22])=[N:19][C:20]=4[CH3:21])[CH2:12][CH2:13][CH2:14][N:7]3[C:6]=2[C:5]([CH:23]([O:28][CH:29]([F:31])[F:30])[C:24]([F:27])([F:26])[F:25])=[CH:4][CH:3]=1.[F:32][C:33]([F:46])([F:45])[S:34](O[S:34]([C:33]([F:46])([F:45])[F:32])(=[O:36])=[O:35])(=[O:36])=[O:35]. (2) Given the product [CH2:1]([O:3][C:4]1[CH:13]=[CH:12][C:7]2[N:8]([CH:25]([CH2:30][CH3:31])[C:26]([OH:28])=[O:27])[C:9](=[N:11][C:18](=[O:19])[C:17]3[CH:21]=[CH:22][CH:23]=[C:15]([F:14])[CH:16]=3)[S:10][C:6]=2[CH:5]=1)[CH3:2], predict the reactants needed to synthesize it. The reactants are: [CH2:1]([O:3][C:4]1[CH:13]=[CH:12][C:7]2[N:8]=[C:9]([NH2:11])[S:10][C:6]=2[CH:5]=1)[CH3:2].[F:14][C:15]1[CH:16]=[C:17]([CH:21]=[CH:22][CH:23]=1)[C:18](Cl)=[O:19].Br[CH:25]([CH2:30][CH3:31])[C:26]([O:28]C)=[O:27].COC1C=CC2N=C(N)SC=2C=1.ClC1C=C(C=CC=1)C(Cl)=O.BrCC(OCC)=O. (3) Given the product [OH:1][CH2:2][CH2:3][C:4]1[CH:9]=[CH:8][C:7]([O:10][C:12]2[CH:20]=[CH:19][C:15]([C:16]([NH2:18])=[O:17])=[CH:14][N:13]=2)=[CH:6][CH:5]=1, predict the reactants needed to synthesize it. The reactants are: [OH:1][CH2:2][CH2:3][C:4]1[CH:9]=[CH:8][C:7]([OH:10])=[CH:6][CH:5]=1.Cl[C:12]1[CH:20]=[CH:19][C:15]([C:16]([NH2:18])=[O:17])=[CH:14][N:13]=1.C([O-])([O-])=O.[K+].[K+].O. (4) Given the product [CH2:19]([O:22][C@H:23]1[C:31]2[C:26](=[CH:27][C:28]([CH3:33])=[CH:29][C:30]=2[CH3:32])[C@@H:25]([NH2:34])[CH2:24]1)[CH:20]=[CH2:21], predict the reactants needed to synthesize it. The reactants are: C(O[C@H]1C2C(=CC(OCCC)=CC=2)[C@@H](N)C1)C=C.[CH2:19]([O:22][C@H:23]1[C:31]2[C:26](=[CH:27][C:28]([CH3:33])=[CH:29][C:30]=2[CH3:32])[C@@H:25]([NH:34]C(=O)C(F)(F)F)[CH2:24]1)[CH:20]=[CH2:21].FC(F)(F)C(N[C@H]1C2C(=CC=C(C)C=2)[C@@H](O)C1)=O.